This data is from Forward reaction prediction with 1.9M reactions from USPTO patents (1976-2016). The task is: Predict the product of the given reaction. (1) Given the reactants Br[C:2]1[CH:3]=[C:4]([CH3:17])[C:5]([NH:8][C:9](=[O:16])[CH2:10][N:11]2[CH2:15][CH2:14][CH2:13][CH2:12]2)=[N:6][CH:7]=1.[C:18]([Si:20]([CH3:23])([CH3:22])[CH3:21])#[CH:19].N1CCCCC1, predict the reaction product. The product is: [CH3:17][C:4]1[C:5]([NH:8][C:9](=[O:16])[CH2:10][N:11]2[CH2:15][CH2:14][CH2:13][CH2:12]2)=[N:6][CH:7]=[C:2]([C:19]#[C:18][Si:20]([CH3:23])([CH3:22])[CH3:21])[CH:3]=1. (2) The product is: [CH3:1][NH:2][C:3]1([C:26]2[CH:31]=[CH:30][CH:29]=[CH:28][CH:27]=2)[CH2:8][CH2:7][CH:6]([C:9]2[NH:10][C:11]3[C:16]([C:17]=2[CH2:18][CH2:19][C:20]2[CH:21]=[CH:22][N:23]=[CH:24][CH:25]=2)=[CH:15][CH:14]=[CH:13][CH:12]=3)[CH2:5][CH2:4]1. Given the reactants [CH3:1][NH:2][C:3]1([C:26]2[CH:31]=[CH:30][CH:29]=[CH:28][CH:27]=2)[CH2:8][CH2:7][C:6]([C:9]2[NH:10][C:11]3[C:16]([C:17]=2[CH2:18][CH2:19][C:20]2[CH:25]=[CH:24][N:23]=[CH:22][CH:21]=2)=[CH:15][CH:14]=[CH:13][CH:12]=3)=[CH:5][CH2:4]1.[Sn].[OH-].[Na+], predict the reaction product. (3) Given the reactants [Si]([O:8][CH2:9][C:10]1[CH:11]=[C:12]([C:18]2([C:21]([F:24])([F:23])[F:22])[N:20]=[N:19]2)[CH:13]=[CH:14][C:15]=1[O:16][CH3:17])(C(C)(C)C)(C)C.C(=O)(O)[O-:26].[Na+].[OH-].[K+].[Mn]([O-])(=O)(=O)=O.[K+], predict the reaction product. The product is: [CH3:17][O:16][C:15]1[CH:14]=[CH:13][C:12]([C:18]2([C:21]([F:24])([F:23])[F:22])[N:20]=[N:19]2)=[CH:11][C:10]=1[C:9]([OH:8])=[O:26]. (4) Given the reactants Cl.Cl.[C:3]12([NH2:12])[CH2:10][C:7]([NH2:11])([CH2:8][CH2:9]1)[CH2:6][CH2:5][CH2:4]2.[CH3:13][C:14]1[N:19]=[C:18]([C:20]([OH:22])=O)[CH:17]=[CH:16][CH:15]=1.[Cl:23][C:24]1[CH:25]=[C:26]([CH:30]=[CH:31][CH:32]=1)[C:27]([OH:29])=[O:28].C([N:35](CC)CC)C.CCN=C=NCCCN(C)C.Cl, predict the reaction product. The product is: [Cl:23][C:24]1[CH:25]=[C:26]([CH:30]=[CH:31][CH:32]=1)[C:27]([NH:11][C:7]12[CH2:10][C:3]([NH:12][C:20]([C:18]3[CH:17]=[CH:16][CH:15]=[C:14]([CH3:13])[N:19]=3)=[O:22])([CH2:9][CH2:8]1)[CH2:4][CH2:5][CH2:6]2)=[O:28].[C:3]12([NH:12][C:20](=[O:22])[C:18]3[CH:17]=[CH:16][CH:15]=[C:14]([CH3:13])[N:19]=3)[CH2:10][C:7]([NH:11][C:27](=[O:29])[C:26]3[CH:30]=[CH:31][CH:32]=[C:24]([CH3:25])[N:35]=3)([CH2:8][CH2:9]1)[CH2:6][CH2:5][CH2:4]2. (5) Given the reactants [CH3:1][NH:2][CH2:3][CH:4]([C:6]1[CH:15]=[CH:14][C:13]2[C:8](=[CH:9][CH:10]=[CH:11][CH:12]=2)[N:7]=1)[OH:5].C(N(CC)C(C)C)(C)C.[Cl:25][C:26]1[CH:48]=[CH:47][C:29]([CH2:30][NH:31][C:32]([C:34]2[C:35](=[O:46])[C:36]3[CH:43]=[C:42]([CH2:44]Cl)[S:41][C:37]=3[N:38]([CH3:40])[CH:39]=2)=[O:33])=[CH:28][CH:27]=1.O, predict the reaction product. The product is: [Cl:25][C:26]1[CH:48]=[CH:47][C:29]([CH2:30][NH:31][C:32]([C:34]2[C:35](=[O:46])[C:36]3[CH:43]=[C:42]([CH2:44][N:2]([CH2:3][CH:4]([OH:5])[C:6]4[CH:15]=[CH:14][C:13]5[C:8](=[CH:9][CH:10]=[CH:11][CH:12]=5)[N:7]=4)[CH3:1])[S:41][C:37]=3[N:38]([CH3:40])[CH:39]=2)=[O:33])=[CH:28][CH:27]=1. (6) Given the reactants C(NC(C)C)(C)C.[Li]CCCC.[Cl:13][C:14]1[CH:19]=[CH:18][CH:17]=[C:16]([Cl:20])[N:15]=1.[CH3:21][O:22][C:23]1[CH:30]=[CH:29][CH:28]=[CH:27][C:24]=1[CH:25]=[O:26].[Na+].[Cl-], predict the reaction product. The product is: [Cl:13][C:14]1[C:19]([CH:25]([C:24]2[CH:27]=[CH:28][CH:29]=[CH:30][C:23]=2[O:22][CH3:21])[OH:26])=[CH:18][CH:17]=[C:16]([Cl:20])[N:15]=1. (7) Given the reactants [CH:1]1([N:7]([CH:24]2[CH2:29][CH2:28][CH2:27][CH2:26][CH2:25]2)[C:8](=[O:23])[NH:9][C:10]2[S:11][C:12]([S:15]([NH:18][CH2:19][C:20]([OH:22])=[O:21])(=[O:17])=[O:16])=[CH:13][N:14]=2)[CH2:6][CH2:5][CH2:4][CH2:3][CH2:2]1.[CH:30]1(N[C@H]2CC[C@H](C)CC2)[CH2:35]CCC[CH2:31]1.[CH3:44]OC(C1(NS(C2SC(N)=NC=2)(=O)=O)CCC1)=O, predict the reaction product. The product is: [CH:24]1([N:7]([C@H:1]2[CH2:2][CH2:3][C@H:4]([CH3:44])[CH2:5][CH2:6]2)[C:8](=[O:23])[NH:9][C:10]2[S:11][C:12]([S:15]([NH:18][C:19]3([C:20]([OH:22])=[O:21])[CH2:35][CH2:30][CH2:31]3)(=[O:16])=[O:17])=[CH:13][N:14]=2)[CH2:29][CH2:28][CH2:27][CH2:26][CH2:25]1. (8) Given the reactants C1C(=O)N([Cl:8])C(=O)C1.C(O)(=O)C.C(NC(=O)[O-])C.[CH3:19][O:20][C:21]1C=C[C:24]2[CH:25]([CH3:33])[CH:26]3[CH2:30][NH:29][CH2:28][CH:27]3[C:31]=2[CH:32]=1.Cl[CH2:35][CH2:36][Cl:37], predict the reaction product. The product is: [Cl:37][C:36]1[C:35]2[CH:27]3[CH2:28][NH:29][CH2:30][CH:26]3[CH:25]([CH3:33])[C:24]=2[CH:31]=[C:32]([Cl:8])[C:21]=1[O:20][CH3:19].